Dataset: Forward reaction prediction with 1.9M reactions from USPTO patents (1976-2016). Task: Predict the product of the given reaction. (1) The product is: [CH:2]([C:3]1[CH:4]=[CH:5][C:6]([C:9]2[CH:13]=[C:12]([C:14]([NH2:16])=[O:15])[O:11][N:10]=2)=[CH:7][CH:8]=1)=[O:1]. Given the reactants [OH:1][CH2:2][C:3]1[CH:8]=[CH:7][C:6]([C:9]2[CH:13]=[C:12]([C:14]([NH2:16])=[O:15])[O:11][N:10]=2)=[CH:5][CH:4]=1.CC(OI1(OC(C)=O)(OC(C)=O)OC(=O)C2C=CC=CC1=2)=O.O, predict the reaction product. (2) Given the reactants [OH:1][C:2]1[CH:7]=[CH:6][C:5]([CH:8]([NH:11][C:12]([N:14]2[CH2:19][C:18](=[O:20])[NH:17][C:16]3[CH:21]=[CH:22][CH:23]=[N:24][C:15]2=3)=[O:13])[CH2:9][CH3:10])=[CH:4][CH:3]=1.[F:25][C:26]([F:39])([F:38])[S:27](O[S:27]([C:26]([F:39])([F:38])[F:25])(=[O:29])=[O:28])(=[O:29])=[O:28], predict the reaction product. The product is: [F:25][C:26]([F:39])([F:38])[S:27]([O:1][C:2]1[CH:7]=[CH:6][C:5]([CH:8]([NH:11][C:12]([N:14]2[CH2:19][C:18](=[O:20])[NH:17][C:16]3[CH:21]=[CH:22][CH:23]=[N:24][C:15]2=3)=[O:13])[CH2:9][CH3:10])=[CH:4][CH:3]=1)(=[O:29])=[O:28]. (3) Given the reactants C[O:2][C:3]1[C:11]2[CH:10]=[C:9]([C:12]3[O:16][N:15]=[C:14]([CH3:17])[CH:13]=3)[O:8][C:7]=2[CH:6]=[CH:5][CH:4]=1.B(Br)(Br)Br, predict the reaction product. The product is: [OH:2][C:3]1[C:11]2[CH:10]=[C:9]([C:12]3[O:16][N:15]=[C:14]([CH3:17])[CH:13]=3)[O:8][C:7]=2[CH:6]=[CH:5][CH:4]=1.